From a dataset of Catalyst prediction with 721,799 reactions and 888 catalyst types from USPTO. Predict which catalyst facilitates the given reaction. (1) Reactant: [C:1](Cl)(=[O:6])[C:2]([CH3:5])([CH3:4])[CH3:3].[NH2:8][C:9]1[C:18]([C:19]2[CH:23]=[CH:22][O:21][C:20]=2[CH2:24][O:25][Si:26]([C:29]([CH3:32])([CH3:31])[CH3:30])([CH3:28])[CH3:27])=[CH:17][CH:16]=[C:15]([NH2:33])[C:10]=1[C:11]([O:13][CH3:14])=[O:12].C(=O)(O)[O-].[Na+]. Product: [NH2:8][C:9]1[C:18]([C:19]2[CH:23]=[CH:22][O:21][C:20]=2[CH2:24][O:25][Si:26]([C:29]([CH3:31])([CH3:30])[CH3:32])([CH3:27])[CH3:28])=[CH:17][CH:16]=[C:15]([NH:33][C:1](=[O:6])[C:2]([CH3:5])([CH3:4])[CH3:3])[C:10]=1[C:11]([O:13][CH3:14])=[O:12]. The catalyst class is: 84. (2) Reactant: [CH2:1]([O:8][C:9]1[C:14](=[O:15])[CH:13]=[CH:12][N:11]([CH2:16][CH2:17][O:18][CH3:19])[C:10]=1[CH:20]=[O:21])[C:2]1[CH:7]=[CH:6][CH:5]=[CH:4][CH:3]=1.S([O-])(O[O-])(=O)=[O:23].[K+].[K+].CO.Cl. The catalyst class is: 248. Product: [CH2:1]([O:8][C:9]1[C:14](=[O:15])[CH:13]=[CH:12][N:11]([CH2:16][CH2:17][O:18][CH3:19])[C:10]=1[C:20]([OH:23])=[O:21])[C:2]1[CH:3]=[CH:4][CH:5]=[CH:6][CH:7]=1. (3) Reactant: [CH2:1]([O:8][C:9]([NH:11][CH2:12][C:13]([OH:15])=O)=[O:10])[C:2]1[CH:7]=[CH:6][CH:5]=[CH:4][CH:3]=1.[C:16]1([CH3:26])[CH:21]=[CH:20][C:19](S(O)(=O)=O)=[CH:18][CH:17]=1.C([O:34][C:35](=[O:41])[C@H:36]([CH2:38][CH2:39][CH3:40])[NH2:37])C1C=CC=CC=1.C1(N=C=NC2CCCCC2)CCCCC1. Product: [CH2:26]([N:11]([C:9]([O:8][CH2:1][C:2]1[CH:3]=[CH:4][CH:5]=[CH:6][CH:7]=1)=[O:10])[CH2:12][C:13]([N:37]1[CH2:40][CH2:39][CH2:38][C@H:36]1[C:35]([OH:34])=[O:41])=[O:15])[C:16]1[CH:21]=[CH:20][CH:19]=[CH:18][CH:17]=1. The catalyst class is: 57. (4) Product: [N:1]1[CH:6]=[CH:5][CH:4]=[CH:3][C:2]=1[C:7]([NH:9][NH:10][C:12](=[O:13])[O:14][CH2:15][CH3:16])=[O:8]. The catalyst class is: 2. Reactant: [N:1]1[CH:6]=[CH:5][CH:4]=[CH:3][C:2]=1[C:7]([NH:9][NH2:10])=[O:8].C(Cl)(=O)[C:12]([O:14][CH2:15][CH3:16])=[O:13].C(N(CC)CC)C. (5) Reactant: CC(C)([O-])C.[K+].[CH2:7]1[C:16]2[C:11](=[CH:12][CH:13]=[CH:14][CH:15]=2)[CH2:10][CH2:9][NH:8]1.Br[C:18]1[CH:23]=[C:22]([CH3:24])[C:21]([NH:25][C:26](=[O:32])[CH2:27][C:28]([CH3:31])([CH3:30])[CH3:29])=[C:20]([CH3:33])[CH:19]=1. The catalyst class is: 11. Product: [CH2:7]1[C:16]2[C:11](=[CH:12][CH:13]=[CH:14][CH:15]=2)[CH2:10][CH2:9][N:8]1[C:18]1[CH:23]=[C:22]([CH3:24])[C:21]([NH:25][C:26](=[O:32])[CH2:27][C:28]([CH3:29])([CH3:30])[CH3:31])=[C:20]([CH3:33])[CH:19]=1. (6) Reactant: [H-].[Na+].[CH3:3][O:4][C:5]([CH:7]1[C:14](=[O:15])[C:11]2([CH2:13][CH2:12]2)[CH2:10][N:9]([C:16]([O:18][C:19]([CH3:22])([CH3:21])[CH3:20])=[O:17])[CH2:8]1)=[O:6].N(C1C=CC=CC=1)([S:24]([C:27]([F:30])([F:29])[F:28])(=[O:26])=[O:25])[S:24]([C:27]([F:30])([F:29])[F:28])(=[O:26])=[O:25]. Product: [CH3:3][O:4][C:5]([C:7]1[CH2:8][N:9]([C:16]([O:18][C:19]([CH3:22])([CH3:21])[CH3:20])=[O:17])[CH2:10][C:11]2([C:14]=1[O:15][S:24]([C:27]([F:30])([F:29])[F:28])(=[O:26])=[O:25])[CH2:13][CH2:12]2)=[O:6]. The catalyst class is: 1. (7) Reactant: C(OC(=O)[NH:7][C@H:8]([C:10]1[N:14]([CH2:15][CH2:16][O:17][CH3:18])[C:13]2[C:19]([C:24]3[CH:29]=[CH:28][CH:27]=[CH:26][N:25]=3)=[C:20]([F:23])[CH:21]=[CH:22][C:12]=2[N:11]=1)[CH3:9])(C)(C)C. Product: [F:23][C:20]1[CH:21]=[CH:22][C:12]2[N:11]=[C:10]([C@@H:8]([NH2:7])[CH3:9])[N:14]([CH2:15][CH2:16][O:17][CH3:18])[C:13]=2[C:19]=1[C:24]1[CH:29]=[CH:28][CH:27]=[CH:26][N:25]=1. The catalyst class is: 137. (8) Reactant: [N+:1]([C:4]1[CH:5]=[C:6]([CH:10]=[C:11]([N:13]2[CH2:17][CH2:16][CH2:15][C:14]2=[O:18])[CH:12]=1)[C:7]([OH:9])=[O:8])([O-])=O. Product: [NH2:1][C:4]1[CH:5]=[C:6]([CH:10]=[C:11]([N:13]2[CH2:17][CH2:16][CH2:15][C:14]2=[O:18])[CH:12]=1)[C:7]([OH:9])=[O:8]. The catalyst class is: 838.